This data is from Full USPTO retrosynthesis dataset with 1.9M reactions from patents (1976-2016). The task is: Predict the reactants needed to synthesize the given product. (1) Given the product [CH3:1][O:2][C:3]1[CH:11]=[C:10]([S:12][CH3:13])[CH:9]=[CH:8][C:4]=1[C:5]([NH:18][C@H:17]([CH2:19][CH:20]([CH3:22])[CH3:21])[C:16]([O:15][CH3:14])=[O:23])=[O:7], predict the reactants needed to synthesize it. The reactants are: [CH3:1][O:2][C:3]1[CH:11]=[C:10]([S:12][CH3:13])[CH:9]=[CH:8][C:4]=1[C:5]([OH:7])=O.[CH3:14][O:15][C:16](=[O:23])[C@@H:17]([CH2:19][CH:20]([CH3:22])[CH3:21])[NH2:18]. (2) Given the product [CH3:37][N:38]([CH3:43])[CH2:39][CH2:40][CH2:41][O:1][C:2]1[CH:7]=[N:6][C:5]([C:8]2[CH:9]=[C:10]([CH:15]=[CH:16][CH:17]=2)[C:11]([O:13][CH3:14])=[O:12])=[N:4][CH:3]=1, predict the reactants needed to synthesize it. The reactants are: [OH:1][C:2]1[CH:3]=[N:4][C:5]([C:8]2[CH:9]=[C:10]([CH:15]=[CH:16][CH:17]=2)[C:11]([O:13][CH3:14])=[O:12])=[N:6][CH:7]=1.C1(P(C2C=CC=CC=2)C2C=CC=CC=2)C=CC=CC=1.[CH3:37][N:38]([CH3:43])[CH2:39][CH2:40][CH2:41]O.N(C(OC(C)C)=O)=NC(OC(C)C)=O. (3) Given the product [S:13]([O:11][C:1]12[CH2:8][CH:7]3[CH2:6][CH:5]([CH2:4][CH:3]([CH2:9]3)[O:2]1)[CH2:10]2)(=[O:15])(=[O:14])[CH3:12], predict the reactants needed to synthesize it. The reactants are: [C:1]12([OH:11])[CH2:10][CH:5]3[CH2:6][CH:7]([CH2:9][CH:3]([CH2:4]3)[O:2]1)[CH2:8]2.[CH3:12][S:13](O[S:13]([CH3:12])(=[O:15])=[O:14])(=[O:15])=[O:14]. (4) Given the product [C:1]([O:5][C:6]([N:8]1[CH2:13][CH2:12][CH:11]([C:14]2[N:20]3[CH:21]=[CH:22][CH:23]=[CH:24][C:19]3=[N:18][CH:15]=2)[CH2:10][CH2:9]1)=[O:7])([CH3:4])([CH3:3])[CH3:2], predict the reactants needed to synthesize it. The reactants are: [C:1]([O:5][C:6]([N:8]1[CH2:13][CH2:12][CH:11]([CH:14](Br)[CH:15]=O)[CH2:10][CH2:9]1)=[O:7])([CH3:4])([CH3:3])[CH3:2].[NH2:18][C:19]1[CH:24]=[CH:23][CH:22]=[CH:21][N:20]=1. (5) The reactants are: [NH2:1][C:2]1[CH:3]=[C:4](OB(O)O)[CH:5]=[CH:6][CH:7]=1.C(=O)([O-])[O-].[Na+].[Na+].Br[C:19]1[CH:41]=[CH:40][C:22]([CH2:23][O:24][C:25]2[CH:26]=[C:27]3[C:32](=[CH:33][CH:34]=2)[CH2:31][CH:30]([CH2:35][CH2:36][N:37]([CH3:39])[CH3:38])[CH2:29][CH2:28]3)=[CH:21][CH:20]=1.[Cl-:42].[Na+]. Given the product [ClH:42].[NH2:1][C:2]1[CH:7]=[C:6]([C:19]2[CH:41]=[CH:40][C:22]([CH2:23][O:24][C:25]3[CH:26]=[C:27]4[C:32](=[CH:33][CH:34]=3)[CH2:31][CH:30]([CH2:35][CH2:36][N:37]([CH3:39])[CH3:38])[CH2:29][CH2:28]4)=[CH:21][CH:20]=2)[CH:5]=[CH:4][CH:3]=1, predict the reactants needed to synthesize it. (6) The reactants are: C([Li])CCC.Br[C:7]1[CH:12]=[CH:11][CH:10]=[CH:9][CH:8]=1.[C:13]([OH:18])(=[O:17])/[CH:14]=[CH:15]/[CH3:16].Cl. Given the product [C:7]1([CH:15]([CH3:16])[CH2:14][C:13]([OH:18])=[O:17])[CH:12]=[CH:11][CH:10]=[CH:9][CH:8]=1, predict the reactants needed to synthesize it.